From a dataset of M1 muscarinic receptor antagonist screen with 61,756 compounds. Binary Classification. Given a drug SMILES string, predict its activity (active/inactive) in a high-throughput screening assay against a specified biological target. (1) The drug is o1c(c2nc3c(nc2c2occc2)ccc(c3)C(=O)NCCc2cc(OC)c(OC)cc2)ccc1. The result is 0 (inactive). (2) The drug is S(=O)(=O)(N1CCN(CC1)C(=O)c1cc2c(oc1=O)cccc2)C. The result is 0 (inactive). (3) The drug is O(CCCn\1c2nc3n(c(=O)c2cc(c1=N\C(=O)c1cccnc1)C(OCC)=O)cccc3)C. The result is 0 (inactive). (4) The drug is s1c(C(N(CC2OCCC2)Cc2cccnc2)c2n(nnn2)C(C)(C)C)ccc1. The result is 1 (active).